From a dataset of Forward reaction prediction with 1.9M reactions from USPTO patents (1976-2016). Predict the product of the given reaction. (1) Given the reactants [Mg].[CH2:2]([C:4]1[CH:9]=[C:8]([CH3:10])[CH:7]=[C:6]([CH2:11][CH3:12])[C:5]=1Br)[CH3:3].[CH2:14]=[O:15].Cl, predict the reaction product. The product is: [CH2:2]([C:4]1[CH:9]=[C:8]([CH3:10])[CH:7]=[C:6]([CH2:11][CH3:12])[C:5]=1[CH2:14][OH:15])[CH3:3]. (2) Given the reactants [F:1][C:2]1[CH:3]=[C:4]2[C:8](=[CH:9][CH:10]=1)[NH:7][CH:6]=[C:5]2[CH2:11][C:12]([CH3:15])([OH:14])[CH3:13].[H-].[Na+].[NH2:18]OS(O)(=O)=O, predict the reaction product. The product is: [NH2:18][N:7]1[C:8]2[C:4](=[CH:3][C:2]([F:1])=[CH:10][CH:9]=2)[C:5]([CH2:11][C:12]([CH3:15])([OH:14])[CH3:13])=[CH:6]1. (3) Given the reactants [CH:1](=O)[C:2]1[CH:7]=[CH:6][CH:5]=[CH:4][CH:3]=1.[CH3:9][O:10][C:11]1[CH:12]=[C:13]([CH:15]=[CH:16][CH:17]=1)[NH2:14].S([O-])([O-])(=O)=O.[Mg+2], predict the reaction product. The product is: [CH:1](=[N:14][C:13]1[CH:15]=[CH:16][CH:17]=[C:11]([O:10][CH3:9])[CH:12]=1)[C:2]1[CH:7]=[CH:6][CH:5]=[CH:4][CH:3]=1. (4) Given the reactants C[Si]([N-][Si](C)(C)C)(C)C.[Na+].[Br-].[CH3:12][C:13]([CH3:18])([CH3:17])[CH2:14][CH2:15][PH3+].[CH2:19]([O:21][C:22](=[O:33])[C:23]([C:25]1[CH:30]=[CH:29][C:28]([S:31][CH3:32])=[CH:27][CH:26]=1)=O)[CH3:20], predict the reaction product. The product is: [CH2:19]([O:21][C:22](=[O:33])/[C:23](/[C:25]1[CH:30]=[CH:29][C:28]([S:31][CH3:32])=[CH:27][CH:26]=1)=[CH:15]/[CH2:14][C:13]([CH3:18])([CH3:17])[CH3:12])[CH3:20]. (5) Given the reactants CC1C=CC(S(O[CH2:12][CH:13]2[CH2:17][C:16]3[CH:18]=[C:19]([Cl:30])[CH:20]=[C:21](OS(C(F)(F)F)(=O)=O)[C:15]=3[O:14]2)(=O)=O)=CC=1.[CH3:31][C:32]1[CH:37]=[CH:36][CH:35]=[CH:34][C:33]=1B(O)O.C(=O)([O-])[O-].[K+].[K+].C(C1C=CC=CC=1B1OC(C)(C)C(C)(C)O1)(C)C.CC1C=CC(S(OCC2CC3C=C(Cl)C=C(C4C=CC=CC=4C)C=3O2)(=O)=O)=CC=1.S(C1C=CC(C)=CC=1)([O-])(=O)=O.[N-:105]=[N+]=[N-].[Na+].N(CC1CC2C=C(Cl)C=C(C3C=CSC=3)C=2O1)=[N+]=[N-].N(CC1CC2C=C(Cl)C=C(C3C=CC=CC=3C)C=2O1)=[N+]=[N-].[N-]=[N+]=[N-], predict the reaction product. The product is: [Cl:30][C:19]1[CH:20]=[C:21]([C:33]2[CH:34]=[CH:35][CH:36]=[CH:37][C:32]=2[CH3:31])[C:15]2[O:14][CH:13]([CH2:12][NH2:105])[CH2:17][C:16]=2[CH:18]=1. (6) Given the reactants [F:1][C:2]1[CH:10]=[C:9]([N:11]2[C:19]3[CH2:18][C:17]([CH3:21])([CH3:20])[CH2:16][C:15](=[O:22])[C:14]=3[C:13]([CH3:23])=[N:12]2)[CH:8]=[C:7]([NH:24][C@H:25]2[CH2:30][CH2:29][C@H:28]([OH:31])[CH2:27][CH2:26]2)[C:3]=1[C:4]([NH2:6])=[O:5].[C:32]([NH:39][CH2:40][C:41](O)=[O:42])([O:34][C:35]([CH3:38])([CH3:37])[CH3:36])=[O:33].C(Cl)CCl, predict the reaction product. The product is: [C:35]([O:34][C:32]([NH:39][CH2:40][C:41]([O:31][C@H:28]1[CH2:27][CH2:26][C@H:25]([NH:24][C:7]2[CH:8]=[C:9]([N:11]3[C:19]4[CH2:18][C:17]([CH3:21])([CH3:20])[CH2:16][C:15](=[O:22])[C:14]=4[C:13]([CH3:23])=[N:12]3)[CH:10]=[C:2]([F:1])[C:3]=2[C:4](=[O:5])[NH2:6])[CH2:30][CH2:29]1)=[O:42])=[O:33])([CH3:38])([CH3:37])[CH3:36]. (7) Given the reactants [CH2:1]([NH:4][CH2:5][CH:6]=[CH2:7])[CH:2]=[CH2:3].[CH2:8](Br)[CH2:9][CH2:10][CH3:11].[OH-].[K+], predict the reaction product. The product is: [CH2:1]([N:4]([CH2:5][CH:6]=[CH2:7])[CH2:8][CH2:9][CH2:10][CH3:11])[CH:2]=[CH2:3]. (8) Given the reactants [S:1]([O:6]C)([O:4][CH3:5])(=[O:3])=[O:2].[Br-].[CH2:9]([N+:11]1[CH:15]=[CH:14][N:13]([CH3:16])[CH:12]=1)[CH3:10].[Br-], predict the reaction product. The product is: [CH3:5][O:4][S:1]([O-:6])(=[O:3])=[O:2].[CH2:9]([N+:11]1[CH:15]=[CH:14][N:13]([CH3:16])[CH:12]=1)[CH3:10]. (9) Given the reactants [F:1][C:2]1[C:7]([C:8]2[CH2:12][CH2:11][C:10]([C:14]([F:17])([F:16])[F:15])([OH:13])[CH:9]=2)=[CH:6][CH:5]=[CH:4][N:3]=1, predict the reaction product. The product is: [F:1][C:2]1[C:7]([CH:8]2[CH2:12][CH2:11][C:10]([C:14]([F:15])([F:16])[F:17])([OH:13])[CH2:9]2)=[CH:6][CH:5]=[CH:4][N:3]=1.